This data is from Reaction yield outcomes from USPTO patents with 853,638 reactions. The task is: Predict the reaction yield, written as a fraction of the theoretical maximum amount of product (1.0 means a 100% yield; for example, 0.34 means a 34% yield). (1) The reactants are [Cl:1][C:2]1[CH:21]=[C:20]([Cl:22])[CH:19]=[CH:18][C:3]=1[CH2:4][N:5]1[C:9]([CH2:10][CH2:11][C:12]([O:14][CH2:15][CH3:16])=[O:13])=[CH:8][C:7]([OH:17])=[N:6]1.[CH2:23](O)[C:24]1[CH:29]=[CH:28][CH:27]=[CH:26][CH:25]=1.C(P(CCCC)CCCC)CCC.N(C(N1CCCCC1)=O)=NC(N1CCCCC1)=O. The catalyst is O1CCCC1. The product is [CH2:23]([O:17][C:7]1[CH:8]=[C:9]([CH2:10][CH2:11][C:12]([O:14][CH2:15][CH3:16])=[O:13])[N:5]([CH2:4][C:3]2[CH:18]=[CH:19][C:20]([Cl:22])=[CH:21][C:2]=2[Cl:1])[N:6]=1)[C:24]1[CH:29]=[CH:28][CH:27]=[CH:26][CH:25]=1. The yield is 0.400. (2) The reactants are [Cl:1][C:2]1[CH:3]=[C:4]([CH:13]=[CH:14][C:15]=1[F:16])[CH2:5][NH:6][C:7]1[S:8][CH2:9][C:10](=[O:12])[N:11]=1.C(O[Na])(C)=O.[CH:22]([C:24]1[N:25]=[C:26]2[C:31](=[CH:32][CH:33]=1)[N:30]=[CH:29][C:28]([C:34]#[N:35])=[CH:27]2)=O. The catalyst is CC(O)=O. The product is [Cl:1][C:2]1[CH:3]=[C:4]([CH:13]=[CH:14][C:15]=1[F:16])[CH2:5][NH:6][C:7]1[S:8][C:9](=[CH:22][C:24]2[N:25]=[C:26]3[C:31](=[CH:32][CH:33]=2)[N:30]=[CH:29][C:28]([C:34]#[N:35])=[CH:27]3)[C:10](=[O:12])[N:11]=1. The yield is 0.451. (3) The reactants are Br[C:2]1[CH:3]=[CH:4][C:5]2[O:11][CH2:10][CH2:9][N:8]([CH2:12][C:13]3[C:14](=[O:21])[NH:15][C:16]([CH3:20])=[CH:17][C:18]=3[CH3:19])[C:7](=[O:22])[C:6]=2[C:23]=1[CH3:24].[CH3:25][N:26]1[C:30](B2OC(C)(C)C(C)(C)O2)=[C:29]([CH3:40])[CH:28]=[N:27]1.C(=O)([O-])[O-].[Na+].[Na+].C(Cl)Cl. The catalyst is O1CCOCC1.C1C=CC(P([C]2[CH][CH][CH][CH]2)C2C=CC=CC=2)=CC=1.C1C=CC(P([C]2[CH][CH][CH][CH]2)C2C=CC=CC=2)=CC=1.Cl[Pd]Cl.[Fe].C(Cl)Cl. The product is [CH3:19][C:18]1[CH:17]=[C:16]([CH3:20])[NH:15][C:14](=[O:21])[C:13]=1[CH2:12][N:8]1[C:7](=[O:22])[C:6]2[C:23]([CH3:24])=[C:2]([C:30]3[N:26]([CH3:25])[N:27]=[CH:28][C:29]=3[CH3:40])[CH:3]=[CH:4][C:5]=2[O:11][CH2:10][CH2:9]1. The yield is 0.190. (4) The reactants are [CH3:1][C:2]1[C:3]([OH:10])=[CH:4][C:5]([OH:9])=[N:6][C:7]=1[CH3:8].[N+:11]([O-])([OH:13])=[O:12]. The product is [CH3:1][C:2]1[C:3]([OH:10])=[C:4]([N+:11]([O-:13])=[O:12])[C:5]([OH:9])=[N:6][C:7]=1[CH3:8]. The yield is 0.460. The catalyst is S(=O)(=O)(O)O. (5) The reactants are Br[C:2]1[CH:9]=[CH:8][C:5]([CH:6]=[O:7])=[CH:4][CH:3]=1.[CH3:10][N:11]1[CH2:16][CH:15]=[C:14](B2OC(C)(C)C(C)(C)O2)[CH2:13][CH2:12]1.C(=O)([O-])[O-].[Na+].[Na+]. The catalyst is COCCOC.O.Cl[Pd](Cl)([P](C1C=CC=CC=1)(C1C=CC=CC=1)C1C=CC=CC=1)[P](C1C=CC=CC=1)(C1C=CC=CC=1)C1C=CC=CC=1. The product is [CH3:10][N:11]1[CH2:12][CH:13]=[C:14]([C:2]2[CH:9]=[CH:8][C:5]([CH:6]=[O:7])=[CH:4][CH:3]=2)[CH2:15][CH2:16]1. The yield is 0.860. (6) The reactants are F[C:2]1[CH:7]=[CH:6][CH:5]=[CH:4][CH:3]=1.[C:8](#[N:12])[CH:9]([CH3:11])[CH3:10].C[Si]([N-][Si](C)(C)C)(C)C.[K+]. The catalyst is C1(C)C=CC=CC=1.C(OCC)C. The product is [CH3:10][C:9]([C:2]1[CH:7]=[CH:6][CH:5]=[CH:4][CH:3]=1)([CH3:11])[C:8]#[N:12]. The yield is 0.500. (7) The reactants are [H-].[Na+].[O:3]1[CH2:5][CH:4]1[CH2:6][O:7][C:8]1[C:20]2[C:19]3[C:14](=[CH:15][CH:16]=[CH:17][CH:18]=3)[NH:13][C:12]=2[CH:11]=[CH:10][CH:9]=1.CI.[C:23](OCC)(=O)C. The catalyst is CN(C)C=O.O. The product is [CH3:23][N:13]1[C:12]2[CH:11]=[CH:10][CH:9]=[C:8]([O:7][CH2:6][CH:4]3[CH2:5][O:3]3)[C:20]=2[C:19]2[C:14]1=[CH:15][CH:16]=[CH:17][CH:18]=2. The yield is 0.970. (8) The reactants are [H-].[Na+].[CH3:3][N:4]1[C:8](=[O:9])[C:7]2([CH2:14][CH2:13][N:12]([C:15]([O:17][C:18]([CH3:21])([CH3:20])[CH3:19])=[O:16])[CH2:11][CH2:10]2)[NH:6][C:5]1=[O:22].[Br:23][CH2:24][CH2:25][CH2:26]Br. The catalyst is CN(C=O)C.O. The product is [Br:23][CH2:24][CH2:25][CH2:26][N:6]1[C:7]2([CH2:14][CH2:13][N:12]([C:15]([O:17][C:18]([CH3:19])([CH3:21])[CH3:20])=[O:16])[CH2:11][CH2:10]2)[C:8](=[O:9])[N:4]([CH3:3])[C:5]1=[O:22]. The yield is 0.700. (9) The reactants are [CH3:1][C:2]1[N:6]=[C:5]([CH3:7])[S:4][C:3]=1/[CH:8]=[CH:9]/[C:10](N(C)C)=O.[N+]([O-])(O)=O.[F:19][C:20]1[CH:25]=[C:24]([F:26])[CH:23]=[CH:22][C:21]=1[NH:27][C:28]([NH2:30])=[NH:29].[OH-].[Na+]. The catalyst is COCCO. The product is [F:19][C:20]1[CH:25]=[C:24]([F:26])[CH:23]=[CH:22][C:21]=1[NH:27][C:28]1[N:30]=[C:8]([C:3]2[S:4][C:5]([CH3:7])=[N:6][C:2]=2[CH3:1])[CH:9]=[CH:10][N:29]=1. The yield is 0.790. (10) The reactants are [F:1][C:2]1[C:3]([C@@H:9]([NH:11][C:12](=[O:14])C)[CH3:10])=[N:4][CH:5]=[C:6]([F:8])[CH:7]=1.[CH3:15][C:16]([O:19]C(OC([O:19][C:16]([CH3:18])([CH3:17])[CH3:15])=O)=O)([CH3:18])[CH3:17].O.[OH-].[Li+].O. The catalyst is CN(C1C=CN=CC=1)C.C1COCC1.CCOCC. The product is [C:16]([O:19][C:12](=[O:14])[NH:11][C@H:9]([C:3]1[C:2]([F:1])=[CH:7][C:6]([F:8])=[CH:5][N:4]=1)[CH3:10])([CH3:18])([CH3:17])[CH3:15]. The yield is 0.790.